This data is from Reaction yield outcomes from USPTO patents with 853,638 reactions. The task is: Predict the reaction yield, written as a fraction of the theoretical maximum amount of product (1.0 means a 100% yield; for example, 0.34 means a 34% yield). The reactants are [Cl:1][C:2]1[C:20]([OH:21])=[CH:19][CH:18]=[C:17]([Cl:22])[C:3]=1[CH2:4][CH:5]1[CH2:9][CH2:8][N:7]([CH:10]2[CH2:15][CH2:14][CH2:13][CH2:12][CH2:11]2)[C:6]1=[O:16].C1C(=O)N([Br:30])C(=O)C1. The catalyst is C(O)(=O)C. The product is [Br:30][C:19]1[CH:18]=[C:17]([Cl:22])[C:3]([CH2:4][CH:5]2[CH2:9][CH2:8][N:7]([CH:10]3[CH2:11][CH2:12][CH2:13][CH2:14][CH2:15]3)[C:6]2=[O:16])=[C:2]([Cl:1])[C:20]=1[OH:21]. The yield is 0.850.